Dataset: Peptide-MHC class II binding affinity with 134,281 pairs from IEDB. Task: Regression. Given a peptide amino acid sequence and an MHC pseudo amino acid sequence, predict their binding affinity value. This is MHC class II binding data. (1) The peptide sequence is GATVAVDCRPFNGGE. The MHC is DRB1_0401 with pseudo-sequence DRB1_0401. The binding affinity (normalized) is 0.472. (2) The peptide sequence is INLIIHYVHRAGALG. The MHC is HLA-DQA10101-DQB10501 with pseudo-sequence HLA-DQA10101-DQB10501. The binding affinity (normalized) is 0.337.